This data is from Forward reaction prediction with 1.9M reactions from USPTO patents (1976-2016). The task is: Predict the product of the given reaction. Given the reactants [CH:1]1([CH2:4][O:5][C:6]2[N:11]=[C:10]([C:12]([OH:14])=O)[CH:9]=[CH:8][C:7]=2[N:15]2[CH2:18][C:17]([F:20])([F:19])[CH2:16]2)[CH2:3][CH2:2]1.[CH3:21][CH:22]1[O:27][CH:26]([CH3:28])[CH2:25][NH:24][CH2:23]1.CN(C(ON1N=NC2C=CC=CC1=2)=[N+](C)C)C.[B-](F)(F)(F)F.CCN(C(C)C)C(C)C, predict the reaction product. The product is: [CH:1]1([CH2:4][O:5][C:6]2[N:11]=[C:10]([C:12]([N:24]3[CH2:23][CH:22]([CH3:21])[O:27][CH:26]([CH3:28])[CH2:25]3)=[O:14])[CH:9]=[CH:8][C:7]=2[N:15]2[CH2:18][C:17]([F:20])([F:19])[CH2:16]2)[CH2:2][CH2:3]1.